This data is from Catalyst prediction with 721,799 reactions and 888 catalyst types from USPTO. The task is: Predict which catalyst facilitates the given reaction. (1) Reactant: [Cl:1][C:2]1[CH:3]=[C:4]([CH:8]([OH:13])[CH2:9][N+:10]([O-:12])=[O:11])[CH:5]=[CH:6][CH:7]=1.N1C=CN=C1.Cl[Si:20]([CH2:25][CH3:26])([CH2:23][CH3:24])[CH2:21][CH3:22]. Product: [Cl:1][C:2]1[CH:3]=[C:4]([CH:8]([O:13][Si:20]([CH2:25][CH3:26])([CH2:23][CH3:24])[CH2:21][CH3:22])[CH2:9][N+:10]([O-:12])=[O:11])[CH:5]=[CH:6][CH:7]=1. The catalyst class is: 3. (2) Reactant: [F:1][C:2]1[CH:10]=[C:9]([Br:11])[CH:8]=[CH:7][C:3]=1[C:4](O)=[O:5].C(Cl)(=O)C([Cl:15])=O.CN(C=O)C. Product: [Br:11][C:9]1[CH:8]=[CH:7][C:3]([C:4]([Cl:15])=[O:5])=[C:2]([F:1])[CH:10]=1. The catalyst class is: 4. (3) Reactant: [F:1][C:2]([F:35])([F:34])[C:3]1[CH:4]=[C:5]([C:9]2[CH:14]=[CH:13][C:12]([C@@H:15]3[CH2:17][C@H:16]3[NH:18][CH2:19][CH2:20][N:21]3[CH2:25][CH2:24][C@H:23]([NH:26]C(=O)OC(C)(C)C)[CH2:22]3)=[CH:11][CH:10]=2)[CH:6]=[CH:7][CH:8]=1.[ClH:36]. Product: [ClH:36].[F:35][C:2]([F:1])([F:34])[C:3]1[CH:4]=[C:5]([C:9]2[CH:10]=[CH:11][C:12]([C@@H:15]3[CH2:17][C@H:16]3[NH:18][CH2:19][CH2:20][N:21]3[CH2:25][CH2:24][C@H:23]([NH2:26])[CH2:22]3)=[CH:13][CH:14]=2)[CH:6]=[CH:7][CH:8]=1. The catalyst class is: 12. (4) Reactant: [Br:1][C:2]1[C:7]([F:8])=[CH:6][C:5]([C:9]2[C:18]3[C:13](=[CH:14][C:15]([S:19](OC4C(F)=C(F)C(F)=C(F)C=4F)(=[O:21])=[O:20])=[CH:16][CH:17]=3)[N:12]=[CH:11][N:10]=2)=[C:4]([O:34][CH3:35])[CH:3]=1.C1COCC1.[O:41]1[CH:45]=[CH:44][C:43]([NH2:46])=[N:42]1.C[Si]([N-][Si](C)(C)C)(C)C.[Li+]. Product: [Br:1][C:2]1[C:7]([F:8])=[CH:6][C:5]([C:9]2[C:18]3[C:13](=[CH:14][C:15]([S:19]([NH:46][C:43]4[CH:44]=[CH:45][O:41][N:42]=4)(=[O:20])=[O:21])=[CH:16][CH:17]=3)[N:12]=[CH:11][N:10]=2)=[C:4]([O:34][CH3:35])[CH:3]=1. The catalyst class is: 33. (5) Reactant: [Si]([O:8][C@H:9]1[C@@:16]2([CH3:17])[N:12]([C:13](=[O:29])[N:14]([C:19]3[CH:26]=[CH:25][C:22]([C:23]#[N:24])=[C:21]([Cl:27])[C:20]=3[CH3:28])[C:15]2=[O:18])[CH2:11][CH2:10]1)(C(C)(C)C)(C)C.C([O-])(O)=O.[Na+].C(Cl)Cl. Product: [Cl:27][C:21]1[C:20]([CH3:28])=[C:19]([N:14]2[C:15](=[O:18])[C@@:16]3([CH3:17])[C@H:9]([OH:8])[CH2:10][CH2:11][N:12]3[C:13]2=[O:29])[CH:26]=[CH:25][C:22]=1[C:23]#[N:24]. The catalyst class is: 1. (6) Reactant: [CH2:1]([O:3][C:4]1[CH:5]=[C:6]([CH:12]([N:18]2[C:22](=[O:23])[C:21]3=[CH:24][CH:25]=[CH:26][CH:27]=[C:20]3[C:19]2=[O:28])[CH2:13][C:14]([NH:16][OH:17])=[O:15])[CH:7]=[CH:8][C:9]=1[O:10][CH3:11])[CH3:2].C(N(CC)CC)C.Cl.[C:37](Cl)(=[O:44])[C:38]1[CH:43]=[CH:42][CH:41]=[N:40][CH:39]=1. Product: [N:40]1[CH:41]=[CH:42][CH:43]=[C:38]([C:37]([O:17][NH:16][C:14](=[O:15])[CH2:13][CH:12]([C:6]2[CH:7]=[CH:8][C:9]([O:10][CH3:11])=[C:4]([O:3][CH2:1][CH3:2])[CH:5]=2)[N:18]2[C:22](=[O:23])[C:21]3=[CH:24][CH:25]=[CH:26][CH:27]=[C:20]3[C:19]2=[O:28])=[O:44])[CH:39]=1. The catalyst class is: 10.